From a dataset of Reaction yield outcomes from USPTO patents with 853,638 reactions. Predict the reaction yield, written as a fraction of the theoretical maximum amount of product (1.0 means a 100% yield; for example, 0.34 means a 34% yield). (1) The reactants are [C:1]([O:4][C@@H:5]1[C@@H:10]([O:11][C:12](=[O:14])[CH3:13])[C@@H:9]([O:15][C:16](=[O:18])[CH3:17])[C@@H:8]([CH2:19][O:20][C:21](=[O:23])[CH3:22])[O:7][C@H:6]1[N:24]=[N+]=[N-])(=[O:3])[CH3:2].CO. The catalyst is [Pd].C1COCC1. The product is [C:1]([O:4][C@@H:5]1[C@@H:10]([O:11][C:12](=[O:14])[CH3:13])[C@@H:9]([O:15][C:16](=[O:18])[CH3:17])[C@@H:8]([CH2:19][O:20][C:21](=[O:23])[CH3:22])[O:7][C@H:6]1[NH2:24])(=[O:3])[CH3:2]. The yield is 0.860. (2) The reactants are [Cl:1][C:2]1[CH:8]=[CH:7][C:5]([NH2:6])=[CH:4][C:3]=1[N+:9]([O-:11])=[O:10].C(N(CC)CC)C.Cl[C:20]([O:22][CH2:23][C:24]1[CH:29]=[CH:28][CH:27]=[CH:26][CH:25]=1)=[O:21]. The catalyst is ClCCl.C(Cl)(Cl)Cl. The product is [CH2:23]([O:22][C:20]([NH:6][C:5]1[CH:7]=[CH:8][C:2]([Cl:1])=[C:3]([N+:9]([O-:11])=[O:10])[CH:4]=1)=[O:21])[C:24]1[CH:29]=[CH:28][CH:27]=[CH:26][CH:25]=1. The yield is 0.460. (3) The reactants are [Cl:1][C:2]1[C:10]2[O:9][CH2:8][O:7][C:6]=2[CH:5]=[C:4]([CH2:11]Cl)[CH:3]=1.[C-:13]#[N:14].[Na+].O. The catalyst is CS(C)=O. The product is [Cl:1][C:2]1[C:10]2[O:9][CH2:8][O:7][C:6]=2[CH:5]=[C:4]([CH2:11][C:13]#[N:14])[CH:3]=1. The yield is 0.580. (4) The reactants are [CH:1]([O:4][C:5]1[CH:9]=[C:8]([CH2:10][CH2:11][C:12]([O:14][CH2:15][CH3:16])=[O:13])[NH:7][N:6]=1)([CH3:3])[CH3:2].[H-].[Na+].[Cl:19][C:20]1[CH:27]=[CH:26][CH:25]=[CH:24][C:21]=1[CH2:22]Cl.Cl. The catalyst is CN(C)C=O. The product is [Cl:19][C:20]1[CH:27]=[CH:26][CH:25]=[CH:24][C:21]=1[CH2:22][N:7]1[C:8]([CH2:10][CH2:11][C:12]([O:14][CH2:15][CH3:16])=[O:13])=[CH:9][C:5]([O:4][CH:1]([CH3:3])[CH3:2])=[N:6]1. The yield is 0.540. (5) The reactants are FC(F)(F)C(O)=O.C(OC(=O)[NH:14][C@H:15]1[CH2:20][CH2:19][C@H:18]([CH2:21][CH:22]2[CH2:36][C:25]3=[C:26]4[C:31](=[N:32][CH:33]=[C:24]3[O:23]2)[CH:30]=[CH:29][C:28]([O:34][CH3:35])=[N:27]4)[CH2:17][CH2:16]1)(C)(C)C. The catalyst is ClCCl. The product is [CH3:35][O:34][C:28]1[CH:29]=[CH:30][C:31]2[C:26]([N:27]=1)=[C:25]1[CH2:36][CH:22]([CH2:21][C@H:18]3[CH2:19][CH2:20][C@H:15]([NH2:14])[CH2:16][CH2:17]3)[O:23][C:24]1=[CH:33][N:32]=2. The yield is 0.820. (6) The reactants are O=C[C:3]([O:5][CH2:6][CH3:7])=O.COC1C=C(N)C(N)=CC=1.CO[C:20]1[CH:21]=[C:22]2[C:27](=CC=1)[NH:26][C:25](=[O:30])[CH:24]=[N:23]2. The catalyst is C1(C)C=CC=CC=1.C(O)C. The product is [CH3:3][O:5][C:6]1[CH:7]=[C:27]2[C:22]([N:23]=[CH:24][C:25](=[O:30])[NH:26]2)=[CH:21][CH:20]=1. The yield is 0.420. (7) The reactants are [NH2:1][C:2]([C:4]1[C:5]([F:18])=[C:6]([CH:14]=[CH:15][C:16]=1[F:17])[O:7][CH2:8][CH:9]=[CH:10][C:11]([OH:13])=[O:12])=[O:3]. The yield is 0.870. The product is [NH2:1][C:2]([C:4]1[C:5]([F:18])=[C:6]([CH:14]=[CH:15][C:16]=1[F:17])[O:7][CH2:8][CH2:9][CH2:10][C:11]([O:13][CH2:2][CH2:4][CH2:16][CH3:15])=[O:12])=[O:3]. The catalyst is C(O)CCC.[Rh].